This data is from Full USPTO retrosynthesis dataset with 1.9M reactions from patents (1976-2016). The task is: Predict the reactants needed to synthesize the given product. (1) Given the product [F:1][C:2]([F:10])([F:11])[CH:3]([OH:9])[C:4]([O:6][CH2:7][CH3:8])=[O:5], predict the reactants needed to synthesize it. The reactants are: [F:1][C:2]([F:11])([F:10])[C:3](=[O:9])[C:4]([O:6][CH2:7][CH3:8])=[O:5].CCOCC.[BH4-].[Na+]. (2) Given the product [CH3:1][C:2]1[O:6][C:5]([C:7]2[CH:12]=[CH:11][CH:10]=[CH:9][CH:8]=2)=[N:4][C:3]=1[CH2:13][CH2:14][O:15][C:16]1[C:24]2[CH:23]=[CH:22][S:21][C:20]=2[C:19]([CH2:25][CH:26]2[S:30][C:29](=[O:31])[NH:28][C:27]2=[O:32])=[CH:18][CH:17]=1, predict the reactants needed to synthesize it. The reactants are: [CH3:1][C:2]1[O:6][C:5]([C:7]2[CH:12]=[CH:11][CH:10]=[CH:9][CH:8]=2)=[N:4][C:3]=1[CH2:13][CH2:14][O:15][C:16]1[C:24]2[CH:23]=[CH:22][S:21][C:20]=2[C:19]([CH:25]=[C:26]2[S:30][C:29](=[O:31])[NH:28][C:27]2=[O:32])=[CH:18][CH:17]=1.N1C=C(C(O)=O)C=C(C(O)=O)C=1.C1(C)C=C(C)C=C(C)C=1. (3) Given the product [Br:1][C:2]1[S:3][C:4]([I:13])=[C:5]([CH2:7][CH2:8][CH2:9][CH2:10][CH2:11][CH3:12])[N:6]=1, predict the reactants needed to synthesize it. The reactants are: [Br:1][C:2]1[S:3][CH:4]=[C:5]([CH2:7][CH2:8][CH2:9][CH2:10][CH2:11][CH3:12])[N:6]=1.[I:13]N1C(=O)CCC1=O. (4) The reactants are: [F:1][C:2]1[CH:7]=[CH:6][C:5]([C:8](=O)[CH2:9][C:10](=O)[CH3:11])=[CH:4][CH:3]=1.Cl.[CH3:15][CH:16]([NH:18][NH2:19])[CH3:17].C(N(CC)CC)C.FC(F)(F)C(O)=O. Given the product [F:1][C:2]1[CH:7]=[CH:6][C:5]([C:8]2[N:18]([CH:16]([CH3:17])[CH3:15])[N:19]=[C:10]([CH3:11])[CH:9]=2)=[CH:4][CH:3]=1, predict the reactants needed to synthesize it. (5) Given the product [S:25]1[CH2:30][CH2:29][NH:28][C:27]2[N:31]=[C:32]([CH2:35][OH:36])[CH:33]=[CH:34][C:26]1=2, predict the reactants needed to synthesize it. The reactants are: Cl.Cl.NC1CCN(C[C@H]2N3C4N(C(=O)C=CC=4C=CC3=O)C2)CC1.[S:25]1[CH2:30][CH2:29][NH:28][C:27]2[N:31]=[C:32]([CH:35]=[O:36])[CH:33]=[CH:34][C:26]1=2.Cl.O1C2C=C(CNC3CCN(CC4N5C6N(C(=O)C=CC=6C=CC5=O)C4)CC3)N=CC=2OCC1.O=C1CSC2C=CC(C=O)=NC=2N1.[H-].[H-].[H-].[H-].[Li+].[Al+3]. (6) Given the product [C:1]([C:5]1[CH:14]=[C:13]([C:15](=[O:16])[CH3:17])[CH:12]=[C:7]([CH2:8][O:10][CH3:11])[CH:6]=1)([CH3:4])([CH3:3])[CH3:2], predict the reactants needed to synthesize it. The reactants are: [C:1]([C:5]1[CH:6]=[C:7]([CH:12]=[C:13]([CH2:15][OH:16])[CH:14]=1)[C:8]([O:10][CH3:11])=O)([CH3:4])([CH3:3])[CH3:2].[CH3:17]I.O=O. (7) Given the product [NH2:1][C:2]1[C:24]([Cl:25])=[CH:23][C:5]([C:6]([NH:8][CH2:9][CH:10]2[O:15][CH2:14][CH2:13][N:12]([CH2:16][CH:17]3[CH2:18][CH2:19][N:20]([C:30]#[N:29])[CH2:21][CH2:22]3)[CH2:11]2)=[O:7])=[C:4]([O:26][CH2:27][CH3:28])[CH:3]=1, predict the reactants needed to synthesize it. The reactants are: [NH2:1][C:2]1[C:24]([Cl:25])=[CH:23][C:5]([C:6]([NH:8][CH2:9][CH:10]2[O:15][CH2:14][CH2:13][N:12]([CH2:16][CH:17]3[CH2:22][CH2:21][NH:20][CH2:19][CH2:18]3)[CH2:11]2)=[O:7])=[C:4]([O:26][CH2:27][CH3:28])[CH:3]=1.[N:29]#[C:30]Br.